The task is: Predict the reactants needed to synthesize the given product.. This data is from Full USPTO retrosynthesis dataset with 1.9M reactions from patents (1976-2016). (1) Given the product [F:28][C:26]1([F:29])[O:25][C:24]2[CH:30]=[CH:31][C:21]([NH:20][C:2]([NH:58][C:55]3[CH:56]=[CH:57][C:52]([O:51][CH2:50][CH2:49][CH2:48][N:47]([CH3:46])[CH3:65])=[C:53]([C:59]4[N:60]([CH3:64])[N:61]=[CH:62][CH:63]=4)[CH:54]=3)=[O:3])=[CH:22][C:23]=2[O:27]1, predict the reactants needed to synthesize it. The reactants are: Cl[C:2](OC1C=CC([N+]([O-])=O)=CC=1)=[O:3].N1C=CC=CC=1.[NH2:20][C:21]1[CH:31]=[CH:30][C:24]2[O:25][C:26]([F:29])([F:28])[O:27][C:23]=2[CH:22]=1.CCN(C(C1C=CC=C(C)C=1)=O)CC.[CH3:46][N:47]([CH3:65])[CH2:48][CH2:49][CH2:50][O:51][C:52]1[CH:57]=[CH:56][C:55]([NH2:58])=[CH:54][C:53]=1[C:59]1[N:60]([CH3:64])[N:61]=[CH:62][CH:63]=1. (2) The reactants are: [Cl:1][C:2]1[CH:18]=[CH:17][C:5]([O:6][C:7]2[CH:16]=[CH:15][C:10]([C:11]([O:13]C)=[O:12])=[CH:9][CH:8]=2)=[CH:4][C:3]=1[C:19]([F:22])([F:21])[F:20].[OH-].[Li+]. Given the product [Cl:1][C:2]1[CH:18]=[CH:17][C:5]([O:6][C:7]2[CH:8]=[CH:9][C:10]([C:11]([OH:13])=[O:12])=[CH:15][CH:16]=2)=[CH:4][C:3]=1[C:19]([F:20])([F:21])[F:22], predict the reactants needed to synthesize it. (3) The reactants are: [N:1]1([C:6]2[O:10][C:9]3[C:11]([OH:17])=[C:12]([O:15][CH3:16])[CH:13]=[CH:14][C:8]=3[C:7]=2[C:18](=[O:31])[C:19]2[CH:24]=[C:23]([O:25][CH3:26])[C:22]([O:27][CH3:28])=[C:21]([O:29][CH3:30])[CH:20]=2)[CH:5]=[CH:4][N:3]=C1.[NH:32]1C=CN=N1.N1C=CN=C1. Given the product [N:1]1([C:6]2[O:10][C:9]3[C:11]([OH:17])=[C:12]([O:15][CH3:16])[CH:13]=[CH:14][C:8]=3[C:7]=2[C:18](=[O:31])[C:19]2[CH:20]=[C:21]([O:29][CH3:30])[C:22]([O:27][CH3:28])=[C:23]([O:25][CH3:26])[CH:24]=2)[CH:5]=[CH:4][N:3]=[N:32]1, predict the reactants needed to synthesize it. (4) Given the product [Br:13][C:10]1[CH:11]=[CH:12][C:7]([O:6][CH2:5][C:4]([OH:3])=[O:18])=[C:8]([C:14]2[N:27]=[C:19]([C:20]3[CH:25]=[CH:24][CH:23]=[CH:22][CH:21]=3)[S:26][CH:15]=2)[CH:9]=1, predict the reactants needed to synthesize it. The reactants are: C([O:3][C:4](=[O:18])[CH2:5][O:6][C:7]1[CH:12]=[CH:11][C:10]([Br:13])=[CH:9][C:8]=1[C:14](=O)[CH2:15]Br)C.[C:19]([NH2:27])(=[S:26])[C:20]1[CH:25]=[CH:24][CH:23]=[CH:22][CH:21]=1.